Dataset: Forward reaction prediction with 1.9M reactions from USPTO patents (1976-2016). Task: Predict the product of the given reaction. Given the reactants [NH2:1][C:2]1[N:6]([CH3:7])[C:5](=[O:8])[C:4]([C:19]2[CH:24]=[CH:23][CH:22]=[C:21]([O:25][CH2:26][CH2:27][CH:28]=[C:29]([F:31])[F:30])[CH:20]=2)([C:9]2[CH:14]=[CH:13][C:12]([O:15][CH:16]([F:18])[F:17])=[CH:11][CH:10]=2)[N:3]=1, predict the reaction product. The product is: [NH2:1][C:2]1[N:6]([CH3:7])[C:5](=[O:8])[C@@:4]([C:19]2[CH:24]=[CH:23][CH:22]=[C:21]([O:25][CH2:26][CH2:27][CH:28]=[C:29]([F:31])[F:30])[CH:20]=2)([C:9]2[CH:14]=[CH:13][C:12]([O:15][CH:16]([F:17])[F:18])=[CH:11][CH:10]=2)[N:3]=1.